Dataset: NCI-60 drug combinations with 297,098 pairs across 59 cell lines. Task: Regression. Given two drug SMILES strings and cell line genomic features, predict the synergy score measuring deviation from expected non-interaction effect. (1) Drug 1: C1CN1C2=NC(=NC(=N2)N3CC3)N4CC4. Drug 2: CN(C(=O)NC(C=O)C(C(C(CO)O)O)O)N=O. Cell line: NCI/ADR-RES. Synergy scores: CSS=41.6, Synergy_ZIP=0.261, Synergy_Bliss=0.335, Synergy_Loewe=-51.1, Synergy_HSA=-0.920. (2) Drug 1: CNC(=O)C1=CC=CC=C1SC2=CC3=C(C=C2)C(=NN3)C=CC4=CC=CC=N4. Cell line: MDA-MB-231. Synergy scores: CSS=-1.17, Synergy_ZIP=-0.384, Synergy_Bliss=-0.888, Synergy_Loewe=-6.69, Synergy_HSA=-4.42. Drug 2: CC1=C(C=C(C=C1)C(=O)NC2=CC(=CC(=C2)C(F)(F)F)N3C=C(N=C3)C)NC4=NC=CC(=N4)C5=CN=CC=C5.